Dataset: Catalyst prediction with 721,799 reactions and 888 catalyst types from USPTO. Task: Predict which catalyst facilitates the given reaction. (1) Product: [F:11][C:10]([F:13])([F:12])[O:9][C:6]1[CH:7]=[CH:8][C:3]([CH2:2][NH:14][C:15]2[CH:20]=[CH:19][C:18]([C:21](=[O:23])[CH3:22])=[CH:17][CH:16]=2)=[CH:4][CH:5]=1. The catalyst class is: 21. Reactant: Br[CH2:2][C:3]1[CH:8]=[CH:7][C:6]([O:9][C:10]([F:13])([F:12])[F:11])=[CH:5][CH:4]=1.[NH2:14][C:15]1[CH:20]=[CH:19][C:18]([C:21](=[O:23])[CH3:22])=[CH:17][CH:16]=1.C(=O)([O-])[O-].[K+].[K+]. (2) Reactant: [Si:1]([O:8][C@@H:9]1[C@@:26]2([CH3:27])[C:13](=[CH:14][CH:15]=[C:16]3[C@@H:25]2[CH2:24][CH2:23][C@@:21]2([CH3:22])[C@H:17]3[CH2:18][CH2:19][C@@H:20]2[CH2:28][S:29]C(=O)C)[CH2:12][C@@H:11]([O:33][Si:34]([C:37]([CH3:40])([CH3:39])[CH3:38])([CH3:36])[CH3:35])[CH2:10]1)([C:4]([CH3:7])([CH3:6])[CH3:5])([CH3:3])[CH3:2].Br[CH2:42][CH2:43][C:44]([CH3:47])([OH:46])[CH3:45].CO.[OH-].[K+]. Product: [Si:1]([O:8][C@@H:9]1[C@@:26]2([CH3:27])[C:13](=[CH:14][CH:15]=[C:16]3[C@@H:25]2[CH2:24][CH2:23][C@@:21]2([CH3:22])[C@H:17]3[CH2:18][CH2:19][C@@H:20]2[CH2:28][S:29][CH2:42][CH2:43][C:44]([OH:46])([CH3:47])[CH3:45])[CH2:12][C@@H:11]([O:33][Si:34]([C:37]([CH3:40])([CH3:38])[CH3:39])([CH3:35])[CH3:36])[CH2:10]1)([C:4]([CH3:7])([CH3:6])[CH3:5])([CH3:3])[CH3:2]. The catalyst class is: 7. (3) Reactant: [NH2:1][C@@H:2]([CH3:19])[CH2:3][N:4]1[CH:8]=[CH:7][C:6]([C:9]2[CH:16]=[CH:15][C:12]([C:13]#[N:14])=[C:11]([Cl:17])[C:10]=2[F:18])=[N:5]1.[O:20]1[CH2:25][CH2:24][N:23]([CH2:26][C:27]2[S:28][CH:29]=[C:30]([C:32](O)=[O:33])[N:31]=2)[CH2:22][CH2:21]1.C1C=CC2N(O)N=NC=2C=1.CCN(C(C)C)C(C)C.CCN=C=NCCCN(C)C. Product: [Cl:17][C:11]1[C:10]([F:18])=[C:9]([C:6]2[CH:7]=[CH:8][N:4]([CH2:3][C@@H:2]([NH:1][C:32]([C:30]3[N:31]=[C:27]([CH2:26][N:23]4[CH2:22][CH2:21][O:20][CH2:25][CH2:24]4)[S:28][CH:29]=3)=[O:33])[CH3:19])[N:5]=2)[CH:16]=[CH:15][C:12]=1[C:13]#[N:14]. The catalyst class is: 3. (4) Reactant: [C:1]([CH2:4][N:5]1[C:10](=[O:11])[C:9]2([CH2:17][O:16][CH2:15][CH2:14][O:13][CH2:12]2)[N:8]([C:18]([O:20][C:21]([CH3:24])([CH3:23])[CH3:22])=[O:19])[CH2:7][C@H:6]1[C:25]1[CH:30]=[C:29]([F:31])[CH:28]=[C:27]([F:32])[CH:26]=1)([OH:3])=O.CN(C(ON1N=NC2C=CC=NC1=2)=[N+](C)C)C.F[P-](F)(F)(F)(F)F.[NH2:57][C:58]1[CH:59]=[C:60]2[CH2:75][C:65]3([C:73]4[C:68](=[N:69][CH:70]=[CH:71][CH:72]=4)[NH:67][C:66]3=[O:74])[CH2:64][C:61]2=[N:62][CH:63]=1.C(=O)([O-])O.[Na+]. Product: [F:32][C:27]1[CH:26]=[C:25]([C@H:6]2[N:5]([CH2:4][C:1](=[O:3])[NH:57][C:58]3[CH:59]=[C:60]4[CH2:75][C:65]5([C:73]6[C:68](=[N:69][CH:70]=[CH:71][CH:72]=6)[NH:67][C:66]5=[O:74])[CH2:64][C:61]4=[N:62][CH:63]=3)[C:10](=[O:11])[C:9]3([CH2:12][O:13][CH2:14][CH2:15][O:16][CH2:17]3)[N:8]([C:18]([O:20][C:21]([CH3:24])([CH3:22])[CH3:23])=[O:19])[CH2:7]2)[CH:30]=[C:29]([F:31])[CH:28]=1. The catalyst class is: 3.